This data is from Reaction yield outcomes from USPTO patents with 853,638 reactions. The task is: Predict the reaction yield, written as a fraction of the theoretical maximum amount of product (1.0 means a 100% yield; for example, 0.34 means a 34% yield). (1) The reactants are [C:1]([O:5][C:6](=[O:52])[NH:7][CH:8]1[C:26](=[O:27])[N:25]2[CH:21]([CH2:22][CH:23]([O:28][C:29]3[C:38]4[C:33](=[CH:34][CH:35]=[CH:36][CH:37]=4)[CH:32]=[CH:31][N:30]=3)[CH2:24]2)[C:20](=[O:39])[NH:19][C:18]2([C:40]([NH:42][S:43]([C:46]3([CH2:49][CH2:50][CH3:51])[CH2:48][CH2:47]3)(=[O:45])=[O:44])=[O:41])[CH:16]([CH2:17]2)[CH:15]=[CH:14][CH2:13][CH2:12][CH2:11][CH2:10][CH2:9]1)([CH3:4])([CH3:3])[CH3:2].N(C([O-])=O)=NC([O-])=O.[K+].[K+].C(O)(=O)C. The catalyst is CO. The product is [C:1]([O:5][C:6](=[O:52])[NH:7][CH:8]1[C:26](=[O:27])[N:25]2[CH:21]([CH2:22][CH:23]([O:28][C:29]3[C:38]4[C:33](=[CH:34][CH:35]=[CH:36][CH:37]=4)[CH:32]=[CH:31][N:30]=3)[CH2:24]2)[C:20](=[O:39])[NH:19][C:18]2([C:40]([NH:42][S:43]([C:46]3([CH2:49][CH2:50][CH3:51])[CH2:47][CH2:48]3)(=[O:44])=[O:45])=[O:41])[CH:16]([CH2:17]2)[CH2:15][CH2:14][CH2:13][CH2:12][CH2:11][CH2:10][CH2:9]1)([CH3:4])([CH3:3])[CH3:2]. The yield is 0.340. (2) The reactants are [NH2:1][C:2]1[NH:3][CH:4]=[CH:5][N:6]=1.[C:7]([O:11][C:12](O[C:12]([O:11][C:7]([CH3:10])([CH3:9])[CH3:8])=[O:13])=[O:13])([CH3:10])([CH3:9])[CH3:8]. The catalyst is N1C=CC=CC=1.C(Cl)Cl. The product is [NH2:1][C:2]1[N:3]([C:12]([O:11][C:7]([CH3:10])([CH3:9])[CH3:8])=[O:13])[CH:4]=[CH:5][N:6]=1. The yield is 0.0300. (3) The yield is 0.210. The product is [CH3:40][C:39]1[O:38][C:37]([C:41]2[CH:46]=[CH:45][CH:44]=[CH:43][CH:42]=2)=[N:36][C:35]=1[CH2:34][CH2:33][O:32][C:29]1[N:30]=[CH:31][C:26]([CH2:25][OH:24])=[N:27][CH:28]=1. The catalyst is O1CCCC1. The reactants are [F-].C([N+](CCCC)(CCCC)CCCC)CCC.C([SiH2][O:24][C:25](C)(C)[C:26]1[CH:31]=[N:30][C:29]([O:32][CH2:33][CH2:34][C:35]2[N:36]=[C:37]([C:41]3[CH:46]=[CH:45][CH:44]=[CH:43][CH:42]=3)[O:38][C:39]=2[CH3:40])=[CH:28][N:27]=1)(C)(C)C. (4) The reactants are Cl[C:2]1[C:3]2[NH:22][N:21]=[C:20]([C:23]3[CH:28]=[CH:27][N:26]=[C:25]([CH3:29])[CH:24]=3)[C:4]=2[CH:5]=[N:6][C:7]=1[NH:8][C:9]([NH:11][C@@H:12]([C:14]1[CH:19]=[CH:18][CH:17]=[CH:16][CH:15]=1)[CH3:13])=[O:10].F[B-](F)(F)F.[CH:35]1([PH+](C2CCCCC2)C2CCCCC2)CCCCC1.C[Zn]C.C1(C)C=CC=CC=1. The catalyst is C([O-])(=O)C.[Pd+2].C([O-])(=O)C.CN1C(=O)CCC1.O1CCOCC1. The product is [CH3:35][C:2]1[C:3]2[NH:22][N:21]=[C:20]([C:23]3[CH:28]=[CH:27][N:26]=[C:25]([CH3:29])[CH:24]=3)[C:4]=2[CH:5]=[N:6][C:7]=1[NH:8][C:9]([NH:11][C@@H:12]([C:14]1[CH:19]=[CH:18][CH:17]=[CH:16][CH:15]=1)[CH3:13])=[O:10]. The yield is 0.360. (5) The yield is 0.953. The product is [Br:21][CH:9]([CH2:10][C:11]1[CH:16]=[CH:15][C:14]([N+:17]([O-:19])=[O:18])=[CH:13][CH:12]=1)[C:8]([C:5]1[CH:4]=[CH:3][C:2]([F:1])=[CH:7][CH:6]=1)=[O:20]. The reactants are [F:1][C:2]1[CH:7]=[CH:6][C:5]([C:8](=[O:20])[CH2:9][CH2:10][C:11]2[CH:16]=[CH:15][C:14]([N+:17]([O-:19])=[O:18])=[CH:13][CH:12]=2)=[CH:4][CH:3]=1.[Br-:21]. The catalyst is [Al+3].[Cl-].[Cl-].[Cl-].